From a dataset of Forward reaction prediction with 1.9M reactions from USPTO patents (1976-2016). Predict the product of the given reaction. Given the reactants [CH3:1][O:2][C:3](=[O:14])[C:4]1[CH:9]=[CH:8][C:7]([O:10][CH3:11])=[C:6]([CH3:12])[C:5]=1[NH2:13].[C:15](Cl)(=[O:22])[C:16]1[CH:21]=[CH:20][CH:19]=[CH:18][CH:17]=1.C(O)(=O)CC(CC(O)=O)(C(O)=O)O, predict the reaction product. The product is: [CH3:1][O:2][C:3](=[O:14])[C:4]1[CH:9]=[CH:8][C:7]([O:10][CH3:11])=[C:6]([CH3:12])[C:5]=1[NH:13][C:15](=[O:22])[C:16]1[CH:21]=[CH:20][CH:19]=[CH:18][CH:17]=1.